Task: Predict the reaction yield, written as a fraction of the theoretical maximum amount of product (1.0 means a 100% yield; for example, 0.34 means a 34% yield).. Dataset: Reaction yield outcomes from USPTO patents with 853,638 reactions The reactants are [CH3:1][N:2]([CH3:16])[S:3]([C:6]1[CH:15]=[CH:14][C:9]2[N:10]=[C:11]([CH3:13])[S:12][C:8]=2[CH:7]=1)(=[O:5])=[O:4].[CH2:17]1[CH2:24][O:23][S:20](=[O:22])(=[O:21])[CH2:19][CH2:18]1. No catalyst specified. The product is [CH3:16][N:2]([CH3:1])[S:3]([C:6]1[CH:15]=[CH:14][C:9]2[N+:10]([CH2:24][CH2:17][CH2:18][CH2:19][S:20]([O-:23])(=[O:22])=[O:21])=[C:11]([CH3:13])[S:12][C:8]=2[CH:7]=1)(=[O:4])=[O:5]. The yield is 0.920.